From a dataset of Catalyst prediction with 721,799 reactions and 888 catalyst types from USPTO. Predict which catalyst facilitates the given reaction. Reactant: Br[C:2]1[N:10]=[CH:9][N:8]=[C:7]2[C:3]=1[NH:4][CH:5]=[N:6]2.[F:11][C:12]([F:27])([F:26])[C:13]1[CH:25]=[CH:24][CH:23]=[CH:22][C:14]=1[O:15][CH:16]1[CH2:21][CH2:20][NH:19][CH2:18][CH2:17]1.C1CCN2C(=NCCC2)CC1. Product: [F:27][C:12]([F:11])([F:26])[C:13]1[CH:25]=[CH:24][CH:23]=[CH:22][C:14]=1[O:15][CH:16]1[CH2:21][CH2:20][N:19]([C:2]2[N:10]=[CH:9][N:8]=[C:7]3[C:3]=2[N:4]=[CH:5][NH:6]3)[CH2:18][CH2:17]1. The catalyst class is: 18.